The task is: Predict the product of the given reaction.. This data is from Forward reaction prediction with 1.9M reactions from USPTO patents (1976-2016). (1) Given the reactants C(O[C:4](=[O:15])[C:5](=[CH:11]OCC)[C:6]([O:8][CH2:9][CH3:10])=[O:7])C.[CH2:16]([N:19]([S:33]([CH2:36][C:37]1[CH:42]=[CH:41][CH:40]=[CH:39][CH:38]=1)(=[O:35])=[O:34])[C:20]([CH:22]1[CH2:27][CH2:26][N:25]([C:28](=[NH:32])[CH2:29][C:30]#[N:31])[CH2:24][CH2:23]1)=[O:21])[CH:17]=[CH2:18], predict the reaction product. The product is: [CH2:16]([N:19]([S:33]([CH2:36][C:37]1[CH:42]=[CH:41][CH:40]=[CH:39][CH:38]=1)(=[O:35])=[O:34])[C:20]([CH:22]1[CH2:27][CH2:26][N:25]([C:28]2[NH:32][C:4](=[O:15])[C:5]([C:6]([O:8][CH2:9][CH3:10])=[O:7])=[CH:11][C:29]=2[C:30]#[N:31])[CH2:24][CH2:23]1)=[O:21])[CH:17]=[CH2:18]. (2) Given the reactants [C:1]([C:3]1[CH:8]=[CH:7][C:6]([B:9]([C:11]2[CH:16]=[CH:15][C:14]([F:17])=[CH:13][CH:12]=2)[OH:10])=[CH:5][CH:4]=1)#[N:2].O[C:19]1[CH:20]=[CH:21][CH:22]=[C:23]2[C:28]=1[N:27]=[CH:26][CH:25]=[CH:24]2, predict the reaction product. The product is: [N:27]1[C:28]2[C:23](=[CH:22][CH:21]=[CH:20][C:19]=2[O:10][B:9]([C:6]2[CH:5]=[CH:4][C:3]([C:1]#[N:2])=[CH:8][CH:7]=2)[C:11]2[CH:16]=[CH:15][C:14]([F:17])=[CH:13][CH:12]=2)[CH:24]=[CH:25][CH:26]=1. (3) The product is: [Cl:45][C:46]1[CH:47]=[CH:48][CH:49]=[C:50]2[C:55]=1[C:54](=[O:56])[N:53]([CH2:43][CH2:42][C:33]1[CH:34]=[CH:35][C:36]3[C:41](=[CH:40][CH:39]=[CH:38][CH:37]=3)[N:32]=1)[N:52]=[CH:51]2. Given the reactants C1(P(C2C=CC=CC=2)C2C=CC=CC=2)C=CC=CC=1.CCOC(/N=N/C(OCC)=O)=O.[N:32]1[C:41]2[C:36](=[CH:37][CH:38]=[CH:39][CH:40]=2)[CH:35]=[CH:34][C:33]=1[CH2:42][CH2:43]O.[Cl:45][C:46]1[CH:47]=[CH:48][CH:49]=[C:50]2[C:55]=1[C:54](=[O:56])[NH:53][N:52]=[CH:51]2.Cl, predict the reaction product. (4) Given the reactants [C:1]([O:5][CH:6]([C:11]1[C:12]([CH3:34])=[N:13][C:14]2[N:15]([N:29]=[C:30]([CH3:33])[C:31]=2[Cl:32])[C:16]=1[C:17]1[C:18]([CH3:28])=[C:19]2[C:24](=[C:25]([F:27])[CH:26]=1)[O:23][CH2:22][CH2:21][CH2:20]2)[C:7]([O:9]C)=[O:8])([CH3:4])([CH3:3])[CH3:2].[Li+].[OH-], predict the reaction product. The product is: [C:1]([O:5][CH:6]([C:11]1[C:12]([CH3:34])=[N:13][C:14]2[N:15]([N:29]=[C:30]([CH3:33])[C:31]=2[Cl:32])[C:16]=1[C:17]1[C:18]([CH3:28])=[C:19]2[C:24](=[C:25]([F:27])[CH:26]=1)[O:23][CH2:22][CH2:21][CH2:20]2)[C:7]([OH:9])=[O:8])([CH3:4])([CH3:3])[CH3:2].